Dataset: Full USPTO retrosynthesis dataset with 1.9M reactions from patents (1976-2016). Task: Predict the reactants needed to synthesize the given product. (1) Given the product [C:13]1([CH:19]2[CH2:21][CH:20]2[C:22]([N:24]=[C:25]=[S:26])=[O:23])[CH:18]=[CH:17][CH:16]=[CH:15][CH:14]=1.[Cl:27][C:28]1[CH:29]=[C:30]([NH:31][C:25]([NH:24][C:22]([CH:20]2[CH2:21][CH:19]2[C:13]2[CH:18]=[CH:17][CH:16]=[CH:15][CH:14]=2)=[O:23])=[S:26])[CH:32]=[CH:33][C:34]=1[O:35][C:36]1[C:45]2[C:40](=[CH:41][C:42]([O:48][CH3:49])=[C:43]([O:46][CH3:47])[CH:44]=2)[N:39]=[CH:38][CH:37]=1, predict the reactants needed to synthesize it. The reactants are: C1(C2CC2C(Cl)=O)C=CC=CC=1.[C:13]1([CH:19]2[CH2:21][CH:20]2[C:22]([N:24]=[C:25]=[S:26])=[O:23])[CH:18]=[CH:17][CH:16]=[CH:15][CH:14]=1.[Cl:27][C:28]1[CH:29]=[C:30]([CH:32]=[CH:33][C:34]=1[O:35][C:36]1[C:45]2[C:40](=[CH:41][C:42]([O:48][CH3:49])=[C:43]([O:46][CH3:47])[CH:44]=2)[N:39]=[CH:38][CH:37]=1)[NH2:31].C1(C)C=CC=CC=1. (2) Given the product [CH3:1][C@H:2]1[CH2:7][CH2:6][C@H:5]([C:8]([N:10]([C:20]2[CH:24]=[C:23]([C:25]3[CH:26]=[CH:27][CH:28]=[CH:29][CH:30]=3)[S:22][C:21]=2[C:31]([OH:33])=[O:32])[CH2:11][C:12]([N:14]2[CH2:19][CH2:18][O:17][CH2:16][CH2:15]2)=[O:13])=[O:9])[CH2:4][CH2:3]1, predict the reactants needed to synthesize it. The reactants are: [CH3:1][C@H:2]1[CH2:7][CH2:6][C@H:5]([C:8]([N:10]([C:20]2[CH:24]=[C:23]([C:25]3[CH:30]=[CH:29][CH:28]=[CH:27][CH:26]=3)[S:22][C:21]=2[C:31]([O:33]C)=[O:32])[CH2:11][C:12]([N:14]2[CH2:19][CH2:18][O:17][CH2:16][CH2:15]2)=[O:13])=[O:9])[CH2:4][CH2:3]1.C1COCC1.Cl.